This data is from Reaction yield outcomes from USPTO patents with 853,638 reactions. The task is: Predict the reaction yield, written as a fraction of the theoretical maximum amount of product (1.0 means a 100% yield; for example, 0.34 means a 34% yield). (1) The reactants are [CH:1]1([O:4][C:5]2[CH:6]=[C:7]([C:15]3[N:31]([CH2:32]OCC[Si](C)(C)C)[C:18]4[CH:19]=[N:20][N:21](CC5C=CC=CC=5)[C:22](=[O:23])[C:17]=4[C:16]=3[OH:40])[CH:8]=[CH:9][C:10]=2[O:11][CH:12]([F:14])[F:13])[CH2:3][CH2:2]1.C1(O[C:45]2[CH:46]=[C:47](C3N(COCC[Si](C)(C)C)C4C=NNC(=O)C=4C=3)[CH:48]=[CH:49][C:50]=2OC(F)F)CC1. The catalyst is O. The product is [CH:1]1([O:4][C:5]2[CH:6]=[C:7]([C:15]3[N:31]([CH2:32][C:45]4[CH:46]=[CH:47][CH:48]=[CH:49][CH:50]=4)[C:18]4[CH:19]=[N:20][NH:21][C:22](=[O:23])[C:17]=4[C:16]=3[OH:40])[CH:8]=[CH:9][C:10]=2[O:11][CH:12]([F:14])[F:13])[CH2:3][CH2:2]1. The yield is 0.420. (2) The reactants are [CH2:1]([O:8][N:9]1[C:18]2[C:13](=[CH:14][C:15](Br)=[CH:16][N:17]=2)[C:12]([NH:20][CH2:21][C:22]2[CH:27]=[CH:26][C:25]([O:28][CH3:29])=[CH:24][C:23]=2[O:30][CH3:31])=[C:11]([C:32]([NH:34][CH2:35][C:36]2[CH:41]=[CH:40][C:39]([F:42])=[CH:38][C:37]=2[F:43])=[O:33])[C:10]1=[O:44])[C:2]1[CH:7]=[CH:6][CH:5]=[CH:4][CH:3]=1.[CH2:45]([O:48][CH2:49][CH2:50][OH:51])[C:46]#[CH:47]. No catalyst specified. The product is [CH2:1]([O:8][N:9]1[C:18]2[C:13](=[CH:14][C:15]([C:47]#[C:46][CH2:45][O:48][CH2:49][CH2:50][OH:51])=[CH:16][N:17]=2)[C:12]([NH:20][CH2:21][C:22]2[CH:27]=[CH:26][C:25]([O:28][CH3:29])=[CH:24][C:23]=2[O:30][CH3:31])=[C:11]([C:32]([NH:34][CH2:35][C:36]2[CH:41]=[CH:40][C:39]([F:42])=[CH:38][C:37]=2[F:43])=[O:33])[C:10]1=[O:44])[C:2]1[CH:7]=[CH:6][CH:5]=[CH:4][CH:3]=1. The yield is 0.640. (3) The reactants are [CH3:1][N:2]1[CH2:7][CH2:6][N:5]([C:8]2[CH:13]=[CH:12][C:11]([NH:14][C:15]3[N:20]=[C:19]([NH:21][C:22]4[CH:23]=[C:24]([CH2:28][C:29]#[N:30])[CH:25]=[CH:26][CH:27]=4)[CH:18]=[CH:17][N:16]=3)=[CH:10][C:9]=2[C:31]([F:34])([F:33])[F:32])[CH2:4][CH2:3]1.[ClH:35]. The catalyst is CC(O)C. The product is [ClH:35].[CH3:1][N:2]1[CH2:7][CH2:6][N:5]([C:8]2[CH:13]=[CH:12][C:11]([NH:14][C:15]3[N:20]=[C:19]([NH:21][C:22]4[CH:23]=[C:24]([CH2:28][C:29]#[N:30])[CH:25]=[CH:26][CH:27]=4)[CH:18]=[CH:17][N:16]=3)=[CH:10][C:9]=2[C:31]([F:33])([F:34])[F:32])[CH2:4][CH2:3]1. The yield is 0.840.